From a dataset of Catalyst prediction with 721,799 reactions and 888 catalyst types from USPTO. Predict which catalyst facilitates the given reaction. (1) Reactant: [CH3:1][N:2]1[CH2:7][CH2:6][CH:5]([NH:8][CH2:9][CH2:10][N:11]2[CH2:15][CH2:14][CH2:13][CH2:12]2)[CH2:4][CH2:3]1.[O:16](C(OC(C)(C)C)=O)[C:17]([O:19][C:20]([CH3:23])([CH3:22])[CH3:21])=O. Product: [C:20]([O:19][C:17](=[O:16])[N:8]([CH:5]1[CH2:6][CH2:7][N:2]([CH3:1])[CH2:3][CH2:4]1)[CH2:9][CH2:10][N:11]1[CH2:15][CH2:14][CH2:13][CH2:12]1)([CH3:23])([CH3:22])[CH3:21]. The catalyst class is: 4. (2) Reactant: [CH3:1][O:2][C:3](=[O:15])[CH2:4][C:5]1[CH:10]=[CH:9][C:8]([OH:11])=[C:7]([N+:12]([O-])=O)[CH:6]=1.CO.[H][H]. Product: [CH3:1][O:2][C:3](=[O:15])[CH2:4][C:5]1[CH:10]=[CH:9][C:8]([OH:11])=[C:7]([NH2:12])[CH:6]=1. The catalyst class is: 123. (3) Reactant: C(OC(=O)[NH:7][C@:8]([CH2:20][O:21][P:22]([O:29]C(C)(C)C)([O:24]C(C)(C)C)=[O:23])([CH3:19])[CH2:9][CH2:10][C:11]1[CH:16]=[CH:15][C:14]([OH:17])=[C:13]([NH2:18])[CH:12]=1)(C)(C)C.[ClH:35].C(O[C:39](=N)[C:40]1[CH:45]=[CH:44][CH:43]=[C:42]([O:46][CH2:47][CH3:48])[CH:41]=1)C. Product: [ClH:35].[NH2:7][C@:8]([CH3:19])([CH2:9][CH2:10][C:11]1[CH:16]=[CH:15][C:14]2[O:17][C:39]([C:40]3[CH:45]=[CH:44][CH:43]=[C:42]([O:46][CH2:47][CH3:48])[CH:41]=3)=[N:18][C:13]=2[CH:12]=1)[CH2:20][O:21][P:22](=[O:23])([OH:24])[OH:29]. The catalyst class is: 5. (4) Reactant: [Cl:1][C:2]1[CH:7]=[CH:6][CH:5]=[C:4]([CH3:8])[C:3]=1[NH:9][C:10]1[NH:11][C:12]2[C:18]3[CH2:19][C:20]([CH3:23])([CH3:22])[O:21][C:17]=3[C:16]([C:24](O)=[O:25])=[CH:15][C:13]=2[N:14]=1.S(Cl)(Cl)=O.[F:31][C:32]1[CH:38]=[CH:37][C:36]([C:39]([F:42])([F:41])[F:40])=[CH:35][C:33]=1[NH2:34].CCN(C(C)C)C(C)C. Product: [Cl:1][C:2]1[CH:7]=[CH:6][CH:5]=[C:4]([CH3:8])[C:3]=1[NH:9][C:10]1[NH:11][C:12]2[C:18]3[CH2:19][C:20]([CH3:23])([CH3:22])[O:21][C:17]=3[C:16]([C:24]([NH:34][C:33]3[CH:35]=[C:36]([C:39]([F:40])([F:41])[F:42])[CH:37]=[CH:38][C:32]=3[F:31])=[O:25])=[CH:15][C:13]=2[N:14]=1. The catalyst class is: 1. (5) Reactant: [F:1][C:2]([F:33])([F:32])[C:3]1[CH:31]=[CH:30][C:6]([CH2:7][O:8][N:9]=[C:10]([C:12]2[O:16][C:15]([N:17]([CH2:24][C:25]([O:27]CC)=[O:26])[CH2:18][C:19]([O:21]CC)=[O:20])=[N:14][CH:13]=2)[CH3:11])=[CH:5][CH:4]=1.CO.O.[OH-].[Li+]. Product: [F:33][C:2]([F:1])([F:32])[C:3]1[CH:4]=[CH:5][C:6]([CH2:7][O:8][N:9]=[C:10]([C:12]2[O:16][C:15]([N:17]([CH2:24][C:25]([OH:27])=[O:26])[CH2:18][C:19]([OH:21])=[O:20])=[N:14][CH:13]=2)[CH3:11])=[CH:30][CH:31]=1. The catalyst class is: 1.